Predict the reaction yield, written as a fraction of the theoretical maximum amount of product (1.0 means a 100% yield; for example, 0.34 means a 34% yield). From a dataset of Reaction yield outcomes from USPTO patents with 853,638 reactions. (1) The catalyst is O.C1COCC1. The reactants are C([O:3][C:4](=[O:20])[CH2:5][N:6]([C:8](=[O:19])[CH2:9][N:10]([C:12]([O:14][C:15]([CH3:18])([CH3:17])[CH3:16])=[O:13])[CH3:11])[CH3:7])C.[Li+].[OH-]. The product is [C:15]([O:14][C:12]([N:10]([CH3:11])[CH2:9][C:8]([N:6]([CH2:5][C:4]([OH:20])=[O:3])[CH3:7])=[O:19])=[O:13])([CH3:18])([CH3:17])[CH3:16]. The yield is 0.900. (2) The reactants are [CH3:1][S:2]([O:5][C:6]1[CH:11]=[C:10]([CH2:12]Br)[CH:9]=[C:8]([O:14][S:15]([CH3:18])(=[O:17])=[O:16])[CH:7]=1)(=[O:4])=[O:3].[F:19][C:20]([F:43])([F:42])[C:21]1[CH:22]=[C:23]([CH2:27][C:28]2[C:36]3[C:31](=[CH:32][CH:33]=[CH:34][CH:35]=3)[NH:30][C:29]=2[C:37]([O:39][CH2:40][CH3:41])=[O:38])[CH:24]=[CH:25][CH:26]=1.C([O-])([O-])=O.[K+].[K+].O. The catalyst is CN(C=O)C. The product is [CH3:1][S:2]([O:5][C:6]1[CH:11]=[C:10]([CH2:12][N:30]2[C:31]3[C:36](=[CH:35][CH:34]=[CH:33][CH:32]=3)[C:28]([CH2:27][C:23]3[CH:24]=[CH:25][CH:26]=[C:21]([C:20]([F:43])([F:42])[F:19])[CH:22]=3)=[C:29]2[C:37]([O:39][CH2:40][CH3:41])=[O:38])[CH:9]=[C:8]([O:14][S:15]([CH3:18])(=[O:17])=[O:16])[CH:7]=1)(=[O:4])=[O:3]. The yield is 0.990. (3) The reactants are [CH2:1]([N:3]1[C:8]([CH3:10])([CH3:9])[C:7]([CH3:12])([CH3:11])[O:6][C:5](=[O:13])[CH:4]1[CH2:14][C:15]([OH:17])=O)[CH3:2].C(N(C(C)C)CC)(C)C.CN(C(ON1N=NC2C=CC=NC1=2)=[N+](C)C)C.F[P-](F)(F)(F)(F)F.[CH:51]([C:54]1[CH:60]=[CH:59][C:57]([NH2:58])=[CH:56][CH:55]=1)([CH3:53])[CH3:52]. The catalyst is CN(C=O)C. The product is [CH2:1]([N:3]1[C:8]([CH3:9])([CH3:10])[C:7]([CH3:11])([CH3:12])[O:6][C:5](=[O:13])[CH:4]1[CH2:14][C:15]([NH:58][C:57]1[CH:59]=[CH:60][C:54]([CH:51]([CH3:53])[CH3:52])=[CH:55][CH:56]=1)=[O:17])[CH3:2]. The yield is 0.710. (4) The reactants are [CH:1]1[C:10]2[C:5](=[CH:6][CH:7]=[CH:8][CH:9]=2)[CH:4]=[CH:3][C:2]=1[CH:11]=[O:12].[OH-:13].[K+]. The catalyst is C(O)C. The product is [CH3:1][C:2]([CH3:11])([CH2:3][OH:13])[CH:11]([C:2]1[CH:3]=[CH:4][C:5]2[C:10](=[CH:9][CH:8]=[CH:7][CH:6]=2)[CH:1]=1)[OH:12]. The yield is 0.910. (5) The reactants are [CH3:1][O:2][C:3]1[CH:8]=[CH:7][CH:6]=[CH:5][C:4]=1[CH:9]([CH3:12])[CH2:10]O.[C:13]1(=[O:23])[NH:17][C:16](=[O:18])[C:15]2=[CH:19][CH:20]=[CH:21][CH:22]=[C:14]12.C1C=CC(P(C2C=CC=CC=2)C2C=CC=CC=2)=CC=1.CC(OC(/N=N/C(OC(C)C)=O)=O)C. No catalyst specified. The product is [CH3:1][O:2][C:3]1[CH:8]=[CH:7][CH:6]=[CH:5][C:4]=1[CH:9]([CH3:12])[CH2:10][N:17]1[C:13](=[O:23])[C:14]2[C:15](=[CH:19][CH:20]=[CH:21][CH:22]=2)[C:16]1=[O:18]. The yield is 1.00. (6) The reactants are N[C:2]12[CH2:8][C:5]([C:9]([OH:11])=[O:10])([CH2:6][CH2:7]1)[CH2:4][CH2:3]2.C(O)(=[O:14])C.N([O-])=O.[Na+].[OH-].[K+]. The catalyst is O.CO.CO.C(OCC)(=O)C. The product is [OH:14][C:2]12[CH2:8][C:5]([C:9]([OH:11])=[O:10])([CH2:6][CH2:7]1)[CH2:4][CH2:3]2. The yield is 0.940. (7) The yield is 0.950. The catalyst is CN(C)C=O.C([O-])(=O)C.[Pd+2].C([O-])(=O)C.[CH-]1C(P(C2C=CC=CC=2)C2C=CC=CC=2)=CC=C1.[CH-]1C(P(C2C=CC=CC=2)C2C=CC=CC=2)=CC=C1.[Fe+2]. The reactants are FC(F)(F)S(O[C:7]1[C:16]2[C:11](=[CH:12][CH:13]=[CH:14][CH:15]=2)[C:10]([CH:17]=[O:18])=[CH:9]C=1)(=O)=O.C(N([CH2:26][CH3:27])CC)C.[CH3:28][OH:29].[C]=[O:31].[Cl-].[NH4+]. The product is [CH:17]([C:10]1[C:11]2[C:16](=[CH:15][CH:14]=[CH:13][CH:12]=2)[CH:7]=[C:26]([C:27]([O:29][CH3:28])=[O:31])[CH:9]=1)=[O:18].